From a dataset of Peptide-MHC class II binding affinity with 134,281 pairs from IEDB. Regression. Given a peptide amino acid sequence and an MHC pseudo amino acid sequence, predict their binding affinity value. This is MHC class II binding data. (1) The MHC is HLA-DPA10201-DPB10101 with pseudo-sequence HLA-DPA10201-DPB10101. The peptide sequence is QKRGIVKENIIDLTKI. The binding affinity (normalized) is 0.716. (2) The peptide sequence is SQDLELSWNTNGLQAY. The MHC is DRB1_0401 with pseudo-sequence DRB1_0401. The binding affinity (normalized) is 0.551. (3) The peptide sequence is KTGQALVVGIYDEPM. The MHC is DRB1_0301 with pseudo-sequence DRB1_0301. The binding affinity (normalized) is 0.151. (4) The peptide sequence is AVCLLFIQGYSIYEN. The MHC is DRB1_0101 with pseudo-sequence DRB1_0101. The binding affinity (normalized) is 0.505. (5) The peptide sequence is ILGAAVNGKKSAHGS. The MHC is DRB1_0301 with pseudo-sequence DRB1_0301. The binding affinity (normalized) is 0.355. (6) The binding affinity (normalized) is 0. The peptide sequence is QRAAEPWRDDQRSRS. The MHC is DRB1_1201 with pseudo-sequence DRB1_1201.